From a dataset of Full USPTO retrosynthesis dataset with 1.9M reactions from patents (1976-2016). Predict the reactants needed to synthesize the given product. (1) Given the product [CH2:1]([O:3][C:4]([C:6]1[NH:7][C:8]([CH3:12])=[C:9]([C:23]2[CH:22]=[CH:9][C:10]([C:38](=[O:41])[NH:34][CH2:33][C:32]3[CH:35]=[CH:36][CH:37]=[C:30]([O:29][CH3:28])[CH:31]=3)=[CH:6][CH:4]=2)[C:10]=1[CH3:11])=[O:5])[CH3:2], predict the reactants needed to synthesize it. The reactants are: [CH2:1]([O:3][C:4]([C:6]1[N:7](C2C=CC(C(O)=O)=CC=2)[C:8]([CH3:12])=[CH:9][C:10]=1[CH3:11])=[O:5])[CH3:2].[C:22](Cl)(=O)[C:23](Cl)=O.[CH3:28][O:29][C:30]1[CH:31]=[C:32]([CH:35]=[CH:36][CH:37]=1)[CH2:33][NH2:34].[C:38](=[O:41])(O)[O-].[Na+]. (2) The reactants are: Br.Br.[CH2:3]1[C:9]2[CH:10]=[CH:11][C:12]([NH2:14])=[CH:13][C:8]=2[CH2:7][CH2:6][NH:5][CH2:4]1.[OH-:15].[Na+].[F:17][C:18]1[CH:23]=[CH:22][C:21]([S:24]([N:27]=[C:28]=[O:29])(=[O:26])=[O:25])=[CH:20][CH:19]=1.C(O[CH2:33][CH3:34])C. Given the product [F:17][C:18]1[CH:19]=[CH:20][C:21]([S:24]([NH:27][C:28]([N:5]2[CH2:4][CH2:3][C:9]3[CH:10]=[CH:11][C:12]([NH:14][C:28](=[O:29])[NH:27][S:24]([C:34]4[CH:33]=[CH:23][C:18]([F:17])=[CH:19][CH:20]=4)(=[O:25])=[O:15])=[CH:13][C:8]=3[CH2:7][CH2:6]2)=[O:29])(=[O:25])=[O:26])=[CH:22][CH:23]=1, predict the reactants needed to synthesize it. (3) Given the product [Cl:9][C:10]1[CH:11]=[CH:12][C:13]2[N:19]3[C:20]([C:23]4[N:50]=[N:51][NH:52][N:24]=4)=[CH:21][CH:22]=[C:18]3[C@@H:17]([CH2:25][CH2:26][C:27]([O:29][CH3:30])=[O:28])[O:16][C@H:15]([C:31]3[CH:36]=[CH:35][CH:34]=[C:33]([O:37][CH3:38])[C:32]=3[O:39][CH3:40])[C:14]=2[CH:41]=1, predict the reactants needed to synthesize it. The reactants are: CN1CCN(C)C1=O.[Cl:9][C:10]1[CH:11]=[CH:12][C:13]2[N:19]3[C:20]([C:23]#[N:24])=[CH:21][CH:22]=[C:18]3[C@@H:17]([CH2:25][CH2:26][C:27]([O:29][CH3:30])=[O:28])[O:16][C@H:15]([C:31]3[CH:36]=[CH:35][CH:34]=[C:33]([O:37][CH3:38])[C:32]=3[O:39][CH3:40])[C:14]=2[CH:41]=1.Cl.C(N(CC)CC)C.[N-:50]=[N+:51]=[N-:52].[Na+]. (4) Given the product [CH3:1][C:2]1[CH:7]=[CH:6][C:5]([S:8]([O:19][CH2:18][CH2:17][C:13]2[O:12][CH:16]=[CH:15][CH:14]=2)(=[O:10])=[O:9])=[CH:4][CH:3]=1, predict the reactants needed to synthesize it. The reactants are: [CH3:1][C:2]1[CH:7]=[CH:6][C:5]([S:8](Cl)(=[O:10])=[O:9])=[CH:4][CH:3]=1.[O:12]1[CH:16]=[CH:15][CH:14]=[C:13]1[CH2:17][CH2:18][OH:19].N1C=CC=CC=1.Cl. (5) Given the product [CH3:18][O:17][C:11]1[C:10]2[CH2:19][CH2:20][C:21](=[O:23])[CH2:7][CH2:8][C:9]=2[C:14]([O:15][CH3:16])=[CH:13][CH:12]=1, predict the reactants needed to synthesize it. The reactants are: C(OC(=O)[CH2:7][CH2:8][C:9]1[C:14]([O:15][CH3:16])=[CH:13][CH:12]=[C:11]([O:17][CH3:18])[C:10]=1[CH2:19][CH2:20][C:21]([O:23]C(C)(C)C)=O)(C)(C)C.[H-].[Na+].C(O)(=O)C. (6) Given the product [CH2:8]([O:15][CH2:4][C@@H:3]([OH:5])[C:2]([F:7])([F:6])[F:1])[C:9]1[CH:14]=[CH:13][CH:12]=[CH:11][CH:10]=1, predict the reactants needed to synthesize it. The reactants are: [F:1][C:2]([F:7])([F:6])[C@@H:3]1[O:5][CH2:4]1.[CH2:8]([OH:15])[C:9]1[CH:14]=[CH:13][CH:12]=[CH:11][CH:10]=1.B(F)(F)F.CCOCC.C(OCC)(=O)C. (7) Given the product [NH2:8][C:7]1[C:2]2[N:1]=[C:13]([C:15]3[CH:16]=[CH:17][C:18]([C:21]45[CH2:28][CH2:27][C:24]([CH2:29][C:30]([O:32][CH3:33])=[O:31])([CH2:25][CH2:26]4)[CH2:23][CH2:22]5)=[CH:19][CH:20]=3)[C:12]([CH3:35])([CH3:34])[O:9][C:3]=2[N:4]=[CH:5][N:6]=1, predict the reactants needed to synthesize it. The reactants are: [NH2:1][C:2]1[C:3]([OH:9])=[N:4][CH:5]=[N:6][C:7]=1[NH2:8].Cl.Br[C:12]([CH3:35])([CH3:34])[C:13]([C:15]1[CH:20]=[CH:19][C:18]([C:21]23[CH2:28][CH2:27][C:24]([CH2:29][C:30]([O:32][CH3:33])=[O:31])([CH2:25][CH2:26]2)[CH2:23][CH2:22]3)=[CH:17][CH:16]=1)=O.